Task: Regression. Given a target protein amino acid sequence and a drug SMILES string, predict the binding affinity score between them. We predict pKi (pKi = -log10(Ki in M); higher means stronger inhibition). Dataset: bindingdb_ki.. Dataset: Drug-target binding data from BindingDB using Ki measurements (1) The compound is CC(=O)N[C@@H](CC(C)C)C(=O)N[C@@H](CCCNC(=N)N)C(=O)c1nc2ccccc2s1. The target protein (Q15661,P20231) has sequence MLNLLLLALPVLASRAYAAPAPGQALQRVGIVGGQEAPRSKWPWQVSLRVHGPYWMHFCGGSLIHPQWVLTAAHCVGPDVKDLAALRVQLREQHLYYQDQLLPVSRIIVHPQFYTAQIGADIALLELEEPVNVSSHVHTVTLPPASETFPPGMPCWVTGWGDVDNDERLPPPFPLKQVKVPIMENHICDAKYHLGAYTGDDVRIVRDDMLCAGNTRRDSCQGDSGGPLVCKVNGTWLQAGVVSWGEGCAQPNRPGIYTRVTYYLDWIHHYVPKKP. The pKi is 7.4. (2) The small molecule is CCN1CC2(COC(=O)c3ccccc3-n3c(O)cc(C)c3O)CCC(OC)C34C5CC6C(OC)CC(O)(C5C6OC)C(O)(C(OC)C23)C14. The pKi is 8.7. The target protein (Q05941) has sequence MCGGRGGIWLALAAALLHVSLQGEFQRRLYKELVKNYNPLERPVANDSQPLTVYFSLSLLQIMDVDEKNQVLTTNIWLQMSWTDHYLQWNMSEYPGVKNVRFPDGQIWKPDILLYNSADERFDATFHTNVLVNASGHCQYLPPGIFKSSCYIDVRWFPFDVQQCKLKFGSWSYGGWSLDLQMQEADISSYIPNGEWDLMGIPGKRNEKFYECCKEPYPDVTYTVTMRRRTLYYGLNLLIPCVLISALALLVFLLPADSGEKISLGITVLLSLTVFMLLVAEIMPATSDSVPLIAQYFASTMIIVGLSVVVTVIVLRYHHHDPDGGKMPKWTRIILLNWCAWFLRMKRPGEDKVRPACQHKPRRCSLASVELSAGAGPPTSNGNLLYIGFRGLEGMHCAPTPDSGVVCGRLACSPTHDEHLMHGAHPSDGDPDLAKILEEVRYIANRFRCQDESEVICSEWKFAACVVDRLCLMAFSVFTIICTIGILMSAPNFVEAVSKD.... (3) The target protein (Q9HAW7) has sequence MARAGWTGLLPLYVCLLLTCGFAKAGKLLVVPMDGSHWFTMQSVVEKLILRGHEVVVVMPEVSWQLGRSLNCTVKTYSTSYTLEDQDREFMVFADARWTAPLRSAFSLLTSSSNGIFDLFFSNCRSLFNDRKLVEYLKESCFDAVFLDPFDACGLIVAKYFSLPSVVFARGIFCHYLEEGAQCPAPLSYVPRLLLGFSDAMTFKERVWNHIMHLEEHLFCPYFFKNVLEIASEILQTPVTAYDLYSHTSIWLLRTDFVLEYPKPVMPNMIFIGGINCHQGKPVPMEFEAYINASGEHGIVVFSLGSMVSEIPEKKAMAIADALGKIPQTVLWRYTGTRPSNLANNTILVKWLPQNDLLGHPMTRAFITHAGSHGVYESICNGVPMVMMPLFGDQMDNAKRMETKGAGVTLNVLEMTSEDLENALKAVINDKSYKENIMRLSSLHKDRPVEPLDLAVFWVEFVMRHKGAPHLRPAAHDLTWYQYHSLDVIGFLLAVVLTVA.... The pKi is 4.0. The drug is O=c1c(-c2ccc(O)cc2)coc2cc3c(c(O)c12)OCO3. (4) The drug is CNCC[C@H](Oc1cccc2ccccc12)c1cccs1. The target protein (Q9WVR3) has sequence MASVCGAPSPGGALGSQAPAWYHRDLSRAAAEELLARAGRDGSFLVRDSESVAGAFALCVLYQKHVHTYRILPDGEDFLAVQTSQGVPVRRFQTLGELIGLYAQPNQGLVCALLLPVEGEREPDPPDDRDASDVEDEKPPLPPRSGSTSISVPAGPSSPLPAPETPTTPAAESTPNGLSTVSHEYLKGSYGLDLEAVRGGASNLPHLTRTLVTSCRRLHSEVDKVLSGLEILSKVFDQQSSPMVTRLLQQQSLPQTGEQELESLVLKLSVLKDFLSGIQKKALKALQDMSSTAPPAPLQPSIRKAKTIPVQAFEVKLDVTLGDLTKIGKSQKFTLSVDVEGGRLVLLRRQRDSQEDWTTFTHDRIRQLIKSQRVQNKLGVVFEKEKDRTQRKDFIFVSARKREAFCQLLQLMKNKHSKQDEPDMISVFIGTWNMGSVPPPKNVTSWFTSKGLGKALDEVTVTIPHDIYVFGTQENSVGDREWLDLLRGGLKELTDLDYRP.... The pKi is 6.0.